Dataset: Catalyst prediction with 721,799 reactions and 888 catalyst types from USPTO. Task: Predict which catalyst facilitates the given reaction. Reactant: [N:1]([CH2:4][CH2:5][OH:6])=[N+:2]=[N-:3].CCN(CC)CC.[Br:14][C:15]([CH3:20])([CH3:19])[C:16](Br)=[O:17]. Product: [N:1]([CH2:4][CH2:5][O:6][C:16](=[O:17])[C:15]([Br:14])([CH3:20])[CH3:19])=[N+:2]=[N-:3]. The catalyst class is: 79.